This data is from Reaction yield outcomes from USPTO patents with 853,638 reactions. The task is: Predict the reaction yield, written as a fraction of the theoretical maximum amount of product (1.0 means a 100% yield; for example, 0.34 means a 34% yield). The reactants are [O:1]=[C:2]1[CH2:7][N:6]([C:8]([O:10][C:11]([CH3:14])([CH3:13])[CH3:12])=[O:9])[C@H:5]([C:15]2[CH:20]=[CH:19][CH:18]=[CH:17][CH:16]=2)[C@H:4]([C:21]2[CH:26]=[CH:25][CH:24]=[CH:23][CH:22]=2)[O:3]1.I[CH2:28][CH2:29][CH2:30][CH2:31][B:32]1[O:36][C:35]([CH3:38])([CH3:37])[C:34]([CH3:40])([CH3:39])[O:33]1.C[Si]([N-][Si](C)(C)C)(C)C.[Na+]. The catalyst is C1COCC1.CN(P(N(C)C)(N(C)C)=O)C. The product is [O:1]=[C:2]1[O:3][C@@H:4]([C:21]2[CH:22]=[CH:23][CH:24]=[CH:25][CH:26]=2)[C@@H:5]([C:15]2[CH:16]=[CH:17][CH:18]=[CH:19][CH:20]=2)[N:6]([C:8]([O:10][C:11]([CH3:14])([CH3:13])[CH3:12])=[O:9])[C@@H:7]1[CH2:28][CH2:29][CH2:30][CH2:31][B:32]1[O:36][C:35]([CH3:38])([CH3:37])[C:34]([CH3:39])([CH3:40])[O:33]1. The yield is 0.940.